From a dataset of Reaction yield outcomes from USPTO patents with 853,638 reactions. Predict the reaction yield, written as a fraction of the theoretical maximum amount of product (1.0 means a 100% yield; for example, 0.34 means a 34% yield). (1) The reactants are [CH2:1]([O:3][CH:4]([O:23][CH2:24]C)[C:5]1[CH:22]=[CH:21][C:8](/[CH:9]=[N:10]/[C:11]2[CH:19]=[CH:18][CH:17]=C3C=2COC3=O)=[CH:7][CH:6]=1)C.[CH:26](=O)[C:27]1[CH:32]=[CH:31][CH:30]=[CH:29][CH:28]=1.[CH3:34][O-:35].[Na+].[C:37]([O:41][CH2:42]C)(=[O:40])[CH2:38][CH3:39]. No catalyst specified. The product is [CH3:24][O:23][CH:4]([O:3][CH3:1])[C:5]1[CH:6]=[CH:7][C:8]([CH:9]2[CH:26]([C:27]3[CH:32]=[CH:31][CH:30]=[CH:29][CH:28]=3)[C:34](=[O:35])[C:39]3[C:38]([C:37]([O:41][CH3:42])=[O:40])=[CH:17][CH:18]=[CH:19][C:11]=3[NH:10]2)=[CH:21][CH:22]=1. The yield is 0.220. (2) The reactants are [C:1]([C@@H:4]([NH:12][C:13](=[O:22])[O:14]CC1C=CN=CC=1)[CH2:5][C:6]1[CH:11]=[CH:10][CH:9]=[CH:8][CH:7]=1)([OH:3])=O.CC[N:25]([CH:29]([CH3:31])C)[CH:26]([CH3:28])C.CN(C(ON1N=N[C:42]2C=CC(=C[C:41]1=2)[Cl:46])=[N+](C)C)C.F[P-](F)(F)(F)(F)F.[CH3:57][NH:58][CH2:59][CH2:60][C:61]1[CH:66]=[CH:65][CH:64]=[CH:63][CH:62]=1.Cl.CCOCC. The catalyst is CN(C=O)C. The product is [ClH:46].[N:25]1[CH:26]=[CH:28][C:41]([CH2:42][N:12]([C@@H:4]([CH2:5][C:6]2[CH:7]=[CH:8][CH:9]=[CH:10][CH:11]=2)[C:1]([N:58]([CH3:57])[CH2:59][CH2:60][C:61]2[CH:66]=[CH:65][CH:64]=[CH:63][CH:62]=2)=[O:3])[C:13](=[O:22])[OH:14])=[CH:31][CH:29]=1. The yield is 0.220. (3) The reactants are Br[C:2]1[N:11]([CH2:12][CH2:13][CH2:14][O:15][Si:16]([C:19]([CH3:22])([CH3:21])[CH3:20])([CH3:18])[CH3:17])[C:5]2[N:6]=[CH:7][N:8]=[C:9]([NH2:10])[C:4]=2[C:3]=1[C:23]1[CH:28]=[CH:27][C:26]([CH3:29])=[CH:25][CH:24]=1.[CH2:30](C([Sn])=C(CCCC)CCCC)[CH2:31]CC.C1C=CC=CC=1. The catalyst is C1(C)C=CC=CC=1.C1C=CC([P]([Pd]([P](C2C=CC=CC=2)(C2C=CC=CC=2)C2C=CC=CC=2)([P](C2C=CC=CC=2)(C2C=CC=CC=2)C2C=CC=CC=2)[P](C2C=CC=CC=2)(C2C=CC=CC=2)C2C=CC=CC=2)(C2C=CC=CC=2)C2C=CC=CC=2)=CC=1. The product is [Si:16]([O:15][CH2:14][CH2:13][CH2:12][N:11]1[C:5]2[N:6]=[CH:7][N:8]=[C:9]([NH2:10])[C:4]=2[C:3]([C:23]2[CH:28]=[CH:27][C:26]([CH3:29])=[CH:25][CH:24]=2)=[C:2]1[CH:30]=[CH2:31])([C:19]([CH3:22])([CH3:21])[CH3:20])([CH3:18])[CH3:17]. The yield is 0.850. (4) The reactants are [NH:1]1[CH2:5][CH2:4][C@@H:3]([NH:6][C:7]2[N:14]=[CH:13][CH:12]=[CH:11][C:8]=2[C:9]#[N:10])[CH2:2]1.[F:15][C:16]1[CH:24]=[CH:23][C:22]([CH:25]=[O:26])=[CH:21][C:17]=1[C:18](O)=[O:19].F[P-](F)(F)(F)(F)F.N1(OC(N(C)C)=[N+](C)C)C2C=CC=CC=2N=N1.C(N(CC)C(C)C)(C)C. No catalyst specified. The product is [F:15][C:16]1[CH:24]=[CH:23][C:22]([CH:25]=[O:26])=[CH:21][C:17]=1[C:18]([N:1]1[CH2:5][CH2:4][C@@H:3]([NH:6][C:7]2[N:14]=[CH:13][CH:12]=[CH:11][C:8]=2[C:9]#[N:10])[CH2:2]1)=[O:19]. The yield is 0.510. (5) The reactants are Br[C:2]1[CH:7]=[CH:6][C:5]([S:8]([N:11]2[CH2:25][CH2:24][C:14]3([O:19][CH2:18][C:17](=[O:20])[N:16]([CH:21]4[CH2:23][CH2:22]4)[CH2:15]3)[CH2:13][CH2:12]2)(=[O:10])=[O:9])=[CH:4][CH:3]=1.CC1(C)C(C)(C)OB(B2OC(C)(C)C(C)(C)O2)O1.C([O-])(=O)C.[K+].Br[C:50]1[CH:59]=[CH:58][C:57]2[C:52](=[CH:53][CH:54]=[C:55]([F:60])[CH:56]=2)[CH:51]=1.C(=O)([O-])[O-].[K+].[K+]. The catalyst is C1C=CC(P(C2C=CC=CC=2)[C-]2C=CC=C2)=CC=1.C1C=CC(P(C2C=CC=CC=2)[C-]2C=CC=C2)=CC=1.Cl[Pd]Cl.[Fe+2].C(Cl)Cl.O1CCOCC1. The product is [CH:21]1([N:16]2[CH2:15][C:14]3([CH2:24][CH2:25][N:11]([S:8]([C:5]4[CH:6]=[CH:7][C:2]([C:50]5[CH:59]=[CH:58][C:57]6[C:52](=[CH:53][CH:54]=[C:55]([F:60])[CH:56]=6)[CH:51]=5)=[CH:3][CH:4]=4)(=[O:10])=[O:9])[CH2:12][CH2:13]3)[O:19][CH2:18][C:17]2=[O:20])[CH2:23][CH2:22]1. The yield is 0.590. (6) The reactants are [H-].[Na+].[Br:3][C:4]1[CH:5]=[CH:6][C:7]2[NH:8][C:9]3[C:14]([C:15]=2[CH:16]=1)=[CH:13][C:12]([O:17][CH3:18])=[CH:11][CH:10]=3.[O:19]1[CH2:21][CH:20]1[CH2:22][NH:23][C:24]1[CH:29]=[CH:28][CH:27]=[CH:26][CH:25]=1. The catalyst is C1COCC1. The product is [Br:3][C:4]1[CH:5]=[CH:6][C:7]2[N:8]([CH2:21][CH:20]([OH:19])[CH2:22][NH:23][C:24]3[CH:29]=[CH:28][CH:27]=[CH:26][CH:25]=3)[C:9]3[C:14]([C:15]=2[CH:16]=1)=[CH:13][C:12]([O:17][CH3:18])=[CH:11][CH:10]=3. The yield is 0.250. (7) The reactants are Br[C:2]1[CH:3]=[C:4]2[C:9](=[CH:10][CH:11]=1)[C:8](=[O:12])[NH:7][CH2:6][CH2:5]2.C([O-])(=O)C.[K+].[B:18]1([B:18]2[O:22][C:21]([CH3:24])([CH3:23])[C:20]([CH3:26])([CH3:25])[O:19]2)[O:22][C:21]([CH3:24])([CH3:23])[C:20]([CH3:26])([CH3:25])[O:19]1. The catalyst is O1CCOCC1.C1C=CC(P(C2C=CC=CC=2)[C-]2C=CC=C2)=CC=1.C1C=CC(P(C2C=CC=CC=2)[C-]2C=CC=C2)=CC=1.Cl[Pd]Cl.[Fe+2]. The product is [CH3:25][C:20]1([CH3:26])[C:21]([CH3:24])([CH3:23])[O:22][B:18]([C:2]2[CH:3]=[C:4]3[C:9](=[CH:10][CH:11]=2)[C:8](=[O:12])[NH:7][CH2:6][CH2:5]3)[O:19]1. The yield is 0.530. (8) The catalyst is CO. The product is [CH:1]1([N:6]2[CH2:12][C:11]([F:13])([F:14])[C:10](=[O:15])[N:9]([CH3:16])[C:8]3[CH:17]=[N:18][C:19]([NH:21][C:22]4[CH:40]=[CH:39][C:25]([C:26]([NH:28][CH:29]5[CH2:30][N:31]([CH:33]6[CH2:38][CH2:37][N:36]([CH2:50][CH:47]7[CH2:49][CH2:48]7)[CH2:35][CH2:34]6)[CH2:32]5)=[O:27])=[CH:24][C:23]=4[O:41][CH3:42])=[N:20][C:7]2=3)[CH2:5][CH2:4][CH2:3][CH2:2]1. The yield is 0.440. The reactants are [CH:1]1([N:6]2[CH2:12][C:11]([F:14])([F:13])[C:10](=[O:15])[N:9]([CH3:16])[C:8]3[CH:17]=[N:18][C:19]([NH:21][C:22]4[CH:40]=[CH:39][C:25]([C:26]([NH:28][CH:29]5[CH2:32][N:31]([CH:33]6[CH2:38][CH2:37][NH:36][CH2:35][CH2:34]6)[CH2:30]5)=[O:27])=[CH:24][C:23]=4[O:41][CH3:42])=[N:20][C:7]2=3)[CH2:5][CH2:4][CH2:3][CH2:2]1.CC(O)=O.[CH:47]1([CH:50]=O)[CH2:49][CH2:48]1. (9) The catalyst is C1COCC1. The reactants are [Li+].CC([N-]C(C)C)C.[C:9]([O:13][C:14]([N:16]1[CH2:21][CH2:20][CH2:19][C:18](=[O:22])[CH2:17]1)=[O:15])([CH3:12])([CH3:11])[CH3:10].C1C=CC(N([S:30]([C:33]([F:36])([F:35])[F:34])(=[O:32])=[O:31])[S:30]([C:33]([F:36])([F:35])[F:34])(=[O:32])=[O:31])=CC=1. The yield is 0.300. The product is [C:9]([O:13][C:14]([N:16]1[CH2:17][C:18]([O:22][S:30]([C:33]([F:36])([F:35])[F:34])(=[O:32])=[O:31])=[CH:19][CH2:20][CH2:21]1)=[O:15])([CH3:12])([CH3:10])[CH3:11].